The task is: Predict the product of the given reaction.. This data is from Forward reaction prediction with 1.9M reactions from USPTO patents (1976-2016). (1) Given the reactants C([O-])(=O)C.[K+].[CH3:21][C:16]1([CH3:22])[C:17]([CH3:20])([CH3:19])[O:18][B:14]([B:14]2[O:18][C:17]([CH3:20])([CH3:19])[C:16]([CH3:22])([CH3:21])[O:15]2)[O:15]1.Br[C:25]1[CH:26]=[C:27]([C:46]2[O:47][C:48]3[CH:54]=[CH:53][CH:52]=[C:51]([F:55])[C:49]=3[N:50]=2)[C:28]([N:31]([C:39]([O:41][C:42]([CH3:45])([CH3:44])[CH3:43])=[O:40])[C:32](=[O:38])[O:33][C:34]([CH3:37])([CH3:36])[CH3:35])=[N:29][CH:30]=1, predict the reaction product. The product is: [C:34]([O:33][C:32]([N:31]([C:28]1[C:27]([C:46]2[O:47][C:48]3[CH:54]=[CH:53][CH:52]=[C:51]([F:55])[C:49]=3[N:50]=2)=[CH:26][C:25]([B:14]2[O:15][C:16]([CH3:21])([CH3:22])[C:17]([CH3:19])([CH3:20])[O:18]2)=[CH:30][N:29]=1)[C:39](=[O:40])[O:41][C:42]([CH3:45])([CH3:44])[CH3:43])=[O:38])([CH3:35])([CH3:36])[CH3:37]. (2) Given the reactants [Cl-].O[NH3+:3].[C:4](=[O:7])([O-])[OH:5].[Na+].CS(C)=O.[CH2:13]([C:17]1[N:18]=[C:19]([CH3:46])[N:20]([C:39]2[CH:44]=[CH:43][C:42]([CH3:45])=[CH:41][CH:40]=2)[C:21](=[O:38])[C:22]=1[CH2:23][C:24]1[CH:29]=[CH:28][C:27]([C:30]2[C:31]([C:36]#[N:37])=[CH:32][CH:33]=[CH:34][CH:35]=2)=[CH:26][CH:25]=1)[CH2:14][CH2:15][CH3:16], predict the reaction product. The product is: [CH2:13]([C:17]1[N:18]=[C:19]([CH3:46])[N:20]([C:39]2[CH:44]=[CH:43][C:42]([CH3:45])=[CH:41][CH:40]=2)[C:21](=[O:38])[C:22]=1[CH2:23][C:24]1[CH:29]=[CH:28][C:27]([C:30]2[CH:35]=[CH:34][CH:33]=[CH:32][C:31]=2[C:36]2[NH:3][C:4](=[O:7])[O:5][N:37]=2)=[CH:26][CH:25]=1)[CH2:14][CH2:15][CH3:16]. (3) Given the reactants [CH2:1]([O:8][C@@H:9]1[C@@H:15]([O:16][CH2:17][C:18]2[CH:23]=[CH:22][CH:21]=[CH:20][CH:19]=2)[C@H:14]([O:24][CH2:25][C:26]2[CH:31]=[CH:30][CH:29]=[CH:28][CH:27]=2)[C@@H:13]([CH2:32][O:33][CH2:34][C:35]2[CH:40]=[CH:39][CH:38]=[CH:37][CH:36]=2)[O:12][CH:10]1[OH:11])[C:2]1[CH:7]=[CH:6][CH:5]=[CH:4][CH:3]=1.C(OC(=O)C)(=O)C.O, predict the reaction product. The product is: [CH2:1]([O:8][C@@H:9]1[C@@H:15]([O:16][CH2:17][C:18]2[CH:23]=[CH:22][CH:21]=[CH:20][CH:19]=2)[C@H:14]([O:24][CH2:25][C:26]2[CH:27]=[CH:28][CH:29]=[CH:30][CH:31]=2)[C@@H:13]([CH2:32][O:33][CH2:34][C:35]2[CH:36]=[CH:37][CH:38]=[CH:39][CH:40]=2)[O:12][C:10]1=[O:11])[C:2]1[CH:3]=[CH:4][CH:5]=[CH:6][CH:7]=1. (4) Given the reactants [CH:1]([NH:4][S:5]([C:8]1[C:13]([Cl:14])=[CH:12][CH:11]=[C:10]([N+:15]([O-:17])=[O:16])[C:9]=1Cl)(=[O:7])=[O:6])([CH3:3])[CH3:2].[H-].[Na+].[OH2:21], predict the reaction product. The product is: [CH:1]([NH:4][S:5]([C:8]1[C:13]([Cl:14])=[CH:12][CH:11]=[C:10]([N+:15]([O-:17])=[O:16])[C:9]=1[OH:21])(=[O:7])=[O:6])([CH3:3])[CH3:2]. (5) Given the reactants [F:1][C:2]1[CH:7]=[CH:6][C:5](B(O)O)=[CH:4][N:3]=1.FC(F)(F)S(O[C:17]1[CH:26]=[CH:25][CH:24]=[C:23]2[C:18]=1[CH2:19][C@H:20]([N:27]([CH2:35][C:36]1[CH:41]=[CH:40][CH:39]=[CH:38][CH:37]=1)[CH2:28][C:29]1[CH:34]=[CH:33][CH:32]=[CH:31][CH:30]=1)[CH2:21][O:22]2)(=O)=O, predict the reaction product. The product is: [CH2:35]([N:27]([CH2:28][C:29]1[CH:34]=[CH:33][CH:32]=[CH:31][CH:30]=1)[C@H:20]1[CH2:19][C:18]2[C:23](=[CH:24][CH:25]=[CH:26][C:17]=2[C:5]2[CH:4]=[N:3][C:2]([F:1])=[CH:7][CH:6]=2)[O:22][CH2:21]1)[C:36]1[CH:37]=[CH:38][CH:39]=[CH:40][CH:41]=1. (6) Given the reactants [NH2:1][C:2]1[C:3]2[NH:10][CH:9]=[C:8]([C@H:11]3[C@H:15]([O:16][C:17](=[O:30])[C@@H:18]([NH:22]C(OC(C)(C)C)=O)[CH:19]([CH3:21])[CH3:20])[C@H:14]([OH:31])[C@@H:13]([CH2:32][O:33]C(C4C=CC=CC=4)(C4C=CC=CC=4)C4C=CC=CC=4)[N:12]3C(OC(C)(C)C)=O)[C:4]=2[N:5]=[CH:6][N:7]=1.[NH2:60][C:61]1[C:62]2[NH:69][CH:68]=[C:67]([C@H:70]3[C@H:74]([OH:75])[C@H:73]([O:76][C:77](=[O:90])[C@@H:78]([NH:82]C(OC(C)(C)C)=O)[CH:79]([CH3:81])[CH3:80])[C@@H:72]([CH2:91][O:92]C(C4C=CC=CC=4)(C4C=CC=CC=4)C4C=CC=CC=4)[N:71]3C(OC(C)(C)C)=O)[C:63]=2[N:64]=[CH:65][N:66]=1.S(=O)(=O)(O)O, predict the reaction product. The product is: [NH2:82][C@@H:78]([CH:79]([CH3:81])[CH3:80])[C:77]([O:76][C@H:73]1[C@@H:74]([OH:75])[C@H:70]([C:67]2[C:63]3[N:64]=[CH:65][N:66]=[C:61]([NH2:60])[C:62]=3[NH:69][CH:68]=2)[NH:71][C@@H:72]1[CH2:91][OH:92])=[O:90].[NH2:22][C@@H:18]([CH:19]([CH3:21])[CH3:20])[C:17]([O:16][C@@H:15]1[C@H:14]([OH:31])[C@@H:13]([CH2:32][OH:33])[NH:12][C@H:11]1[C:8]1[C:4]2[N:5]=[CH:6][N:7]=[C:2]([NH2:1])[C:3]=2[NH:10][CH:9]=1)=[O:30]. (7) Given the reactants [N:1]1[C:6]([C:7]([O:9]C)=[O:8])=[CH:5][C:4]([C:11]([O:13][CH3:14])=[O:12])=[N:3][CH:2]=1.[OH-].[Na+], predict the reaction product. The product is: [CH3:14][O:13][C:11]([C:4]1[N:3]=[CH:2][N:1]=[C:6]([C:7]([OH:9])=[O:8])[CH:5]=1)=[O:12].